Dataset: Peptide-MHC class I binding affinity with 185,985 pairs from IEDB/IMGT. Task: Regression. Given a peptide amino acid sequence and an MHC pseudo amino acid sequence, predict their binding affinity value. This is MHC class I binding data. (1) The peptide sequence is DISPTNIPL. The MHC is HLA-A01:01 with pseudo-sequence HLA-A01:01. The binding affinity (normalized) is 0.0847. (2) The peptide sequence is IDYRHYSASF. The MHC is HLA-B45:01 with pseudo-sequence HLA-B45:01. The binding affinity (normalized) is 0.364. (3) The binding affinity (normalized) is 0.0847. The peptide sequence is NQECWDSVF. The MHC is HLA-A68:02 with pseudo-sequence HLA-A68:02. (4) The peptide sequence is TSYQYLII. The MHC is H-2-Kb with pseudo-sequence H-2-Kb. The binding affinity (normalized) is 0.843. (5) The peptide sequence is QEIQLLAAV. The MHC is HLA-B40:02 with pseudo-sequence HLA-B40:02. The binding affinity (normalized) is 0.0882. (6) The peptide sequence is GMFTNRSGSQ. The MHC is HLA-A68:01 with pseudo-sequence HLA-A68:01. The binding affinity (normalized) is 0. (7) The binding affinity (normalized) is 0. The MHC is HLA-A11:01 with pseudo-sequence HLA-A11:01. The peptide sequence is TPGPGTRYPL.